From a dataset of Experimentally validated miRNA-target interactions with 360,000+ pairs, plus equal number of negative samples. Binary Classification. Given a miRNA mature sequence and a target amino acid sequence, predict their likelihood of interaction. (1) The miRNA is hsa-miR-199a-3p with sequence ACAGUAGUCUGCACAUUGGUUA. The protein sequence of the target gene is MRECISIHVGQAGVQIGNACWELYCLEHGIQPDGQMPSDKTIGGGDDSFNTFFSETGAGKHVPRAVFVDLEPTVIDEVRTGTYRQLFHPEQLITGKEDAANNYARGHYTIGKEIIDLVLDRIRKLADQCTGLQGFLVFHSFGGGTGSGFTSLLMERLSVDYGKKSKLEFSIYPAPQVSTAVVEPYNSILTTHTTLEHSDCAFMVDNEAIYDICRRNLDIERPTYTNLNRLISQIVSSITASLRFDGALNVDLTEFQTNLVPYPRIHFPLATYAPVISAEKAYHEQLSVAEITNACFEPAN.... Result: 0 (no interaction). (2) The miRNA is hsa-miR-330-3p with sequence GCAAAGCACACGGCCUGCAGAGA. The protein sequence of the target gene is MKDPSRSSTSPSIINEDVIINGHSHEDDNPFAEYMWMENEEEFNRQIEEELWEEEFIERCFQEMLEEEEEHEWFIPARDLPQTMDQIQDQFNDLVISDGSSLEDLVVKSNLNPNAKEFVPGVKYGNI. Result: 0 (no interaction). (3) The miRNA is hsa-miR-6724-5p with sequence CUGGGCCCGCGGCGGGCGUGGGG. The protein sequence of the target gene is MGMRARVPKVAHSTRRPPAARMWLPRFSSKTVTVLLLAQTTCLLLFIISRPGPSSPAGGEDRVHVLVLSSWRSGSSFLGQLFSQHPDVFYLMEPAWHVWTTLSQGSAATLHMAVRDLMRSIFLCDMDVFDAYMPQSRNLSAFFNWATSRALCSPPACSAFPRGTISKQDVCKTLCTRQPFSLAREACRSYSHVVLKEVRFFNLQVLYPLLSDPALNLRIVHLVRDPRAVLRSREAAGPILARDNGIVLGTNGKWVEADPHLRLIREVCRSHVRIAEAATLKPPPFLRGRYRLVRFEDLAR.... Result: 0 (no interaction). (4) The miRNA is hsa-miR-16-5p with sequence UAGCAGCACGUAAAUAUUGGCG. The protein sequence of the target gene is MRNSEEQPSGGTTVLQRLLQEQLRYGNPSENRSLLAIHQQATGNGPPFPSGSGNPGPQSDVLSPQDHHQQLVAHAARQEPQGQEIQSENLIMEKQLSPRMQNNEELPTYEEAKVQSQYFRGQQHASVGAAFYVTGVTNQKMRTEGRPSVQRLNPGKMHQDEGLRDLKQGHVRSLSERLMQMSLATSGVKAHPPVTSAPLSPPQPNDLYKNPTSSSEFYKAQGPLPNQHSLKGMEHRGPPPEYPFKGMPPQSVVCKPQEPGHFYSEHRLNQPGRTEGQLMRYQHPPEYGAARPAQDISLPL.... Result: 1 (interaction). (5) The miRNA is cel-miR-1020-3p with sequence AUUAUUCUGUGACACUUUCAG. The protein sequence of the target gene is MQSREDVPRSRRLASPRGGRRPKRISKPSVSAFFTGPEELKDTAHSAALLAQLKSFYDARLLCDVTIEVVTPGSGPGTGRLFSCNRNVLAAACPYFKSMFTGGMYESQQASVTMHDVDAESFEVLVDYCYTGRVSLSEANVQRLYAASDMLQLEYVREACASFLARRLDLTNCTAILKFADAFDHHKLRSQAQSYIAHNFKQLSRMGSIREETLADLTLAQLLAVLRLDSLDIESERTVCHVAVQWLEAAAKERGPSAAEVFKCVRWMHFTEEDQDYLEGLLTKPIVKKYCLDVIEGALQ.... Result: 0 (no interaction). (6) The miRNA is hsa-miR-1279 with sequence UCAUAUUGCUUCUUUCU. The protein sequence of the target gene is MVQQTNNAENTEALLAGESSDSGAGLELGIASSPTPGSTASTGGKADDPSWCKTPSGHIKRPMNAFMVWSQIERRKIMEQSPDMHNAEISKRLGKRWKLLKDSDKIPFIREAERLRLKHMADYPDYKYRPRKKVKSGNANSSSSAAASSKPGEKGDKVGGSGGGGHGGGGGGGSSNAGGGGGGASGGGANSKPAQKKSCGSKVAGGAGGGVSKPHAKLILAGGGGGGKAAAAAAASFAAEQAGAAALLPLGAAADHHSLYKARTPSASASASSAASASAALAAPGKHLAEKKVKRVYLFG.... Result: 1 (interaction).